This data is from Catalyst prediction with 721,799 reactions and 888 catalyst types from USPTO. The task is: Predict which catalyst facilitates the given reaction. (1) Product: [CH2:15]([N:4]([CH2:3][CH2:2][NH:1][C:39]([C:34]1[CH:33]=[N:32][C:31]2[C:36](=[CH:37][CH:38]=[C:29]([I:28])[CH:30]=2)[N:35]=1)=[O:40])[CH2:5][CH2:6][O:7][C:8]1[C:9]([F:14])=[N:10][CH:11]=[CH:12][CH:13]=1)[CH3:16]. The catalyst class is: 46. Reactant: [NH2:1][CH2:2][CH2:3][N:4]([CH2:15][CH3:16])[CH2:5][CH2:6][O:7][C:8]1[C:9]([F:14])=[N:10][CH:11]=[CH:12][CH:13]=1.C[Al](C)C.CCCCCCC.[I:28][C:29]1[CH:30]=[C:31]2[C:36](=[CH:37][CH:38]=1)[N:35]=[C:34]([C:39](OCC)=[O:40])[CH:33]=[N:32]2. (2) Reactant: [Br:1][C:2]1[N:7]=[C:6]([O:8][CH3:9])[C:5](I)=[CH:4][CH:3]=1.C([Li])CCC.CN(C)[CH:18]=[O:19].O. Product: [Br:1][C:2]1[CH:3]=[CH:4][C:5]([CH:18]=[O:19])=[C:6]([O:8][CH3:9])[N:7]=1. The catalyst class is: 27.